This data is from TCR-epitope binding with 47,182 pairs between 192 epitopes and 23,139 TCRs. The task is: Binary Classification. Given a T-cell receptor sequence (or CDR3 region) and an epitope sequence, predict whether binding occurs between them. (1) The epitope is GLIYNRMGAVTTEV. The TCR CDR3 sequence is CASSDDRGPYEQYF. Result: 0 (the TCR does not bind to the epitope). (2) The epitope is RPPIFIRRL. The TCR CDR3 sequence is CASSFRLAVKNEQFF. Result: 1 (the TCR binds to the epitope).